This data is from Full USPTO retrosynthesis dataset with 1.9M reactions from patents (1976-2016). The task is: Predict the reactants needed to synthesize the given product. Given the product [C:27]([OH:39])(=[O:38])[CH2:28][C:29]([CH2:34][C:35]([OH:37])=[O:36])([C:31]([OH:33])=[O:32])[OH:30].[CH2:1]([N:9]1[CH2:10][CH2:11][CH:12]([N:15]([C:20]2[CH:25]=[CH:24][CH:23]=[CH:22][CH:21]=2)[C:16](=[O:19])[CH2:17][CH3:18])[CH2:13][CH2:14]1)[CH2:2][C:3]1[CH:4]=[CH:5][CH:6]=[CH:7][CH:8]=1, predict the reactants needed to synthesize it. The reactants are: [CH2:1]([N:9]1[CH2:14][CH2:13][CH:12]([N:15]([C:20]2[CH:25]=[CH:24][CH:23]=[CH:22][CH:21]=2)[C:16](=[O:19])[CH2:17][CH3:18])[CH2:11][CH2:10]1)[CH2:2][C:3]1[CH:8]=[CH:7][CH:6]=[CH:5][CH:4]=1.O.[C:27]([OH:39])(=[O:38])[CH2:28][C:29]([CH2:34][C:35]([OH:37])=[O:36])([C:31]([OH:33])=[O:32])[OH:30].